The task is: Predict the reactants needed to synthesize the given product.. This data is from Full USPTO retrosynthesis dataset with 1.9M reactions from patents (1976-2016). (1) The reactants are: [NH2:1][C:2]1[S:3][C:4]2[CH:10]=[C:9]([C:11]([F:14])([F:13])[F:12])[CH:8]=[CH:7][C:5]=2[N:6]=1.[C:15]1([CH3:24])[CH:20]=[CH:19][C:18]([C:21](Cl)=[O:22])=[CH:17][CH:16]=1.Br[CH:26]([CH2:31][CH3:32])[C:27]([O:29]C)=[O:28].NC1SC2C=CC=CC=2N=1.C(Cl)(=O)C1C=CC=CC=1.BrCC(OCC)=O. Given the product [CH3:24][C:15]1[CH:20]=[CH:19][C:18]([C:21]([N:1]=[C:2]2[N:6]([CH:26]([CH2:31][CH3:32])[C:27]([OH:29])=[O:28])[C:5]3[CH:7]=[CH:8][C:9]([C:11]([F:14])([F:12])[F:13])=[CH:10][C:4]=3[S:3]2)=[O:22])=[CH:17][CH:16]=1, predict the reactants needed to synthesize it. (2) Given the product [Br:1][C:2]1[CH:3]=[N:4][C:5]([N:19]2[C:20]3[C:25](=[CH:24][CH:23]=[C:22]([C:26]([O:28][CH3:29])=[O:27])[CH:21]=3)[C:17]([S:16][CH3:15])=[N:18]2)=[N:6][CH:7]=1, predict the reactants needed to synthesize it. The reactants are: [Br:1][C:2]1[CH:3]=[N:4][C:5](Cl)=[N:6][CH:7]=1.C(=O)([O-])[O-].[K+].[K+].[CH3:15][S:16][C:17]1[C:25]2[C:20](=[CH:21][C:22]([C:26]([O:28][CH3:29])=[O:27])=[CH:23][CH:24]=2)[NH:19][N:18]=1. (3) Given the product [F:1][C:2]1[C:7]([F:8])=[C:6]([O:9][CH2:10][CH2:11][N:12]([CH2:14][CH2:15][O:16][CH3:17])[CH3:13])[CH:5]=[CH:4][C:3]=1[CH2:18][N:19]1[C:20](=[O:45])[C:21]([C:22]([NH:23][C:24]2[CH:29]=[CH:28][C:27]([C:30]([F:32])([F:33])[F:31])=[CH:26][C:25]=2[C:34]2[CH:39]=[C:38]([C:40]([F:43])([F:42])[F:41])[N:37]=[CH:36][N:35]=2)=[O:44])=[C:57]([OH:60])[C:47]2([CH2:48][CH2:49][CH2:50][CH2:51]2)[N:46]1[CH3:56], predict the reactants needed to synthesize it. The reactants are: [F:1][C:2]1[C:7]([F:8])=[C:6]([O:9][CH2:10][CH2:11][N:12]([CH2:14][CH2:15][O:16][CH3:17])[CH3:13])[CH:5]=[CH:4][C:3]=1[CH2:18][N:19]([N:46]([CH3:56])[C:47]1(C(OC)=O)[CH2:51][CH2:50][CH2:49][CH2:48]1)[C:20](=[O:45])[CH2:21][C:22](=[O:44])[NH:23][C:24]1[CH:29]=[CH:28][C:27]([C:30]([F:33])([F:32])[F:31])=[CH:26][C:25]=1[C:34]1[CH:39]=[C:38]([C:40]([F:43])([F:42])[F:41])[N:37]=[CH:36][N:35]=1.[C:57](=[O:60])([O-])[O-].[K+].[K+].Cl. (4) Given the product [CH2:26]([N:10]1[C:9]2[N:8]=[C:7]([CH2:6][C:5]3[CH:4]=[CH:3][C:2]([NH:1][S:41]([C:34]4[C:35]([CH3:40])=[CH:36][C:37]([Cl:39])=[CH:38][C:33]=4[Cl:32])(=[O:43])=[O:42])=[CH:31][CH:30]=3)[NH:15][C:14]=2[C:13](=[O:16])[N:12]([CH2:17][C:18]2[CH:23]=[CH:22][CH:21]=[CH:20][C:19]=2[F:24])[C:11]1=[O:25])[CH2:27][CH2:28][CH3:29], predict the reactants needed to synthesize it. The reactants are: [NH2:1][C:2]1[CH:31]=[CH:30][C:5]([CH2:6][C:7]2[NH:15][C:14]3[C:13](=[O:16])[N:12]([CH2:17][C:18]4[CH:23]=[CH:22][CH:21]=[CH:20][C:19]=4[F:24])[C:11](=[O:25])[N:10]([CH2:26][CH2:27][CH2:28][CH3:29])[C:9]=3[N:8]=2)=[CH:4][CH:3]=1.[Cl:32][C:33]1[CH:38]=[C:37]([Cl:39])[CH:36]=[C:35]([CH3:40])[C:34]=1[S:41](Cl)(=[O:43])=[O:42].